Dataset: Reaction yield outcomes from USPTO patents with 853,638 reactions. Task: Predict the reaction yield, written as a fraction of the theoretical maximum amount of product (1.0 means a 100% yield; for example, 0.34 means a 34% yield). (1) The product is [C:14]([C:4]1[CH:3]=[C:2]([NH:1][C:19](=[O:20])[O:21][C:22]2[CH:27]=[CH:26][CH:25]=[CH:24][CH:23]=2)[N:6]([C:7]2[CH:8]=[CH:9][C:10](=[O:13])[NH:11][CH:12]=2)[N:5]=1)([CH3:17])([CH3:16])[CH3:15]. The yield is 0.120. The reactants are [NH2:1][C:2]1[N:6]([C:7]2[CH:8]=[CH:9][C:10](=[O:13])[NH:11][CH:12]=2)[N:5]=[C:4]([C:14]([CH3:17])([CH3:16])[CH3:15])[CH:3]=1.Cl[C:19]([O:21][C:22]1[CH:27]=[CH:26][CH:25]=[CH:24][CH:23]=1)=[O:20]. No catalyst specified. (2) The reactants are [N:1]1[CH:6]=[CH:5][CH:4]=[C:3]([NH:7][C:8](=[O:13])[C:9](C)([CH3:11])[CH3:10])[CH:2]=1.CN(C)CCN(C)C.C([Li])CCC.[I:27]I. The catalyst is O1CCCC1.CCCCCC. The product is [CH3:10][CH:9]([CH3:11])[C:8]([NH:7][C:3]1[CH:2]=[N:1][CH:6]=[CH:5][C:4]=1[I:27])=[O:13]. The yield is 0.480. (3) The reactants are [CH3:1][O:2][C:3]1[C:4]([O:25][CH3:26])=[CH:5][C:6]2[C:7]([C:17]3[CH:22]=[CH:21][C:20]([O:23][CH3:24])=[CH:19][CH:18]=3)=[C:8]3[C:15](=O)[NH:14][CH2:13][CH2:12][N:9]3[C:10]=2[CH:11]=1.[H-].[H-].[H-].[H-].[Li+].[Al+3].CCOCC.[ClH:38]. The catalyst is C1COCC1. The product is [ClH:38].[CH3:1][O:2][C:3]1[C:4]([O:25][CH3:26])=[CH:5][C:6]2[C:7]([C:17]3[CH:18]=[CH:19][C:20]([O:23][CH3:24])=[CH:21][CH:22]=3)=[C:8]3[CH2:15][NH:14][CH2:13][CH2:12][N:9]3[C:10]=2[CH:11]=1. The yield is 0.470. (4) The reactants are [NH2:1][C:2]1[CH:3]=[C:4]([N:8]([CH2:16][C:17]2[CH:22]=[CH:21][CH:20]=[C:19]([O:23][C:24]([F:29])([F:28])[CH:25]([F:27])[F:26])[CH:18]=2)[CH2:9][CH:10]([OH:15])[C:11]([F:14])([F:13])[F:12])[CH:5]=[CH:6][CH:7]=1.C(N(CC)CC)C.[F:37][C:38]1[CH:43]=[CH:42][C:41]([S:44](Cl)(=[O:46])=[O:45])=[CH:40][CH:39]=1. The catalyst is ClCCl. The product is [F:37][C:38]1[CH:43]=[CH:42][C:41]([S:44]([NH:1][C:2]2[CH:7]=[CH:6][CH:5]=[C:4]([N:8]([CH2:16][C:17]3[CH:22]=[CH:21][CH:20]=[C:19]([O:23][C:24]([F:28])([F:29])[CH:25]([F:26])[F:27])[CH:18]=3)[CH2:9][CH:10]([OH:15])[C:11]([F:14])([F:13])[F:12])[CH:3]=2)(=[O:46])=[O:45])=[CH:40][CH:39]=1. The yield is 0.290. (5) The reactants are [NH2:1][C:2]1[C:7]([OH:8])=[C:6]([C:9]#[N:10])[CH:5]=[CH:4][C:3]=1[N+:11]([O-:13])=[O:12].[C:14](OCC)(OCC)(OCC)[CH3:15]. No catalyst specified. The product is [C:9]([C:6]1[C:7]2[O:8][C:14]([CH3:15])=[N:1][C:2]=2[C:3]([N+:11]([O-:13])=[O:12])=[CH:4][CH:5]=1)#[N:10]. The yield is 0.630. (6) The product is [F:1][C:2]1[CH:28]=[C:27]([F:29])[CH:26]=[CH:25][C:3]=1[O:4][CH:5]1[CH2:6][CH2:7][N:8]([C:11]2[N:12]=[C:13]3[CH2:24][CH2:23][N:22]([C:30](=[O:32])[CH3:31])[CH2:21][C:14]3=[N:15][C:16]=2[NH:17][CH:18]([CH3:20])[CH3:19])[CH2:9][CH2:10]1. The catalyst is O1CCOCC1.CC(C)=O.[Pd]. The yield is 0.510. The reactants are [F:1][C:2]1[CH:28]=[C:27]([F:29])[CH:26]=[CH:25][C:3]=1[O:4][CH:5]1[CH2:10][CH2:9][N:8]([C:11]2[N:12]=[C:13]3[CH:24]=[CH:23][N:22]=[CH:21][C:14]3=[N:15][C:16]=2[NH:17][CH:18]([CH3:20])[CH3:19])[CH2:7][CH2:6]1.[C:30](OC(=O)C)(=[O:32])[CH3:31]. (7) The reactants are [CH3:1][O:2][P:3]([C:7]1[CH:8]=[C:9]([C:14]2[CH:19]=[CH:18][C:17]([CH3:20])=[CH:16][CH:15]=2)[CH:10]=[CH:11][C:12]=1[OH:13])(=[O:6])[O:4][CH3:5].I[CH3:22].[OH-].[Na+]. The catalyst is CN(C=O)C. The product is [CH3:1][O:2][P:3]([C:7]1[CH:8]=[C:9]([C:14]2[CH:19]=[CH:18][C:17]([CH3:20])=[CH:16][CH:15]=2)[CH:10]=[CH:11][C:12]=1[O:13][CH3:22])(=[O:6])[O:4][CH3:5]. The yield is 0.630.